This data is from Full USPTO retrosynthesis dataset with 1.9M reactions from patents (1976-2016). The task is: Predict the reactants needed to synthesize the given product. (1) Given the product [Si:25]([O:32][CH2:33][C@H:34]([CH3:56])[O:35][C:36]1[CH:37]=[C:38]([CH:42]=[C:43]([O:45][C:46]2[CH:47]=[CH:48][C:49]([S:52]([CH3:55])(=[O:53])=[O:54])=[CH:50][CH:51]=2)[CH:44]=1)[C:39]([NH:74][C:71]1[S:72][CH:73]=[C:69]([CH2:68][O:67][CH3:66])[N:70]=1)=[O:41])([C:28]([CH3:29])([CH3:31])[CH3:30])([CH3:26])[CH3:27], predict the reactants needed to synthesize it. The reactants are: CN(C(ON1N=NC2C=CC=NC1=2)=[N+](C)C)C.F[P-](F)(F)(F)(F)F.[Si:25]([O:32][CH2:33][C@H:34]([CH3:56])[O:35][C:36]1[CH:37]=[C:38]([CH:42]=[C:43]([O:45][C:46]2[CH:51]=[CH:50][C:49]([S:52]([CH3:55])(=[O:54])=[O:53])=[CH:48][CH:47]=2)[CH:44]=1)[C:39]([OH:41])=O)([C:28]([CH3:31])([CH3:30])[CH3:29])([CH3:27])[CH3:26].CCN(C(C)C)C(C)C.[CH3:66][O:67][CH2:68][C:69]1[N:70]=[C:71]([NH2:74])[S:72][CH:73]=1. (2) The reactants are: O1CCOC1C1C=C[C:9]([NH:12][C:13]2[CH:18]=[CH:17][N:16]=[C:15]([CH3:19])[CH:14]=2)=NC=1.O.[C:21]1([CH3:31])[CH:26]=[CH:25][C:24](S(O)(=O)=O)=[CH:23][CH:22]=1.C([O-])(O)=[O:33].[Na+]. Given the product [CH3:9][N:12]([C:13]1[CH:18]=[CH:17][N:16]=[C:15]([CH3:19])[CH:14]=1)[C:24]1[CH:25]=[CH:26][C:21]([CH:31]=[O:33])=[CH:22][CH:23]=1, predict the reactants needed to synthesize it. (3) Given the product [Br:1][C:2]1[CH:3]=[C:4]([C:8]([NH:21][C:14](=[O:16])[CH3:13])([CH3:10])[CH3:9])[CH:5]=[N:6][CH:7]=1, predict the reactants needed to synthesize it. The reactants are: [Br:1][C:2]1[CH:3]=[C:4]([C:8](O)([CH3:10])[CH3:9])[CH:5]=[N:6][CH:7]=1.F[C:13](F)(F)[C:14]([OH:16])=O.C(#[N:21])C. (4) Given the product [F:32][C:2]1([F:1])[CH2:7][CH2:6][CH:5]([CH2:8][NH:9][C:10]([C:12]2[C:13]3[CH:14]=[CH:15][C:16]([CH:23]4[CH2:24][CH2:25][N:26]([CH:29]([CH3:30])[CH3:31])[CH2:27][CH2:28]4)=[N:17][C:18]=3[CH:19]=[CH:20][C:21]=2[Cl:22])=[O:11])[CH2:4][CH2:3]1, predict the reactants needed to synthesize it. The reactants are: [F:1][C:2]1([F:32])[CH2:7][CH2:6][CH:5]([CH2:8][NH:9][C:10]([C:12]2[C:13]3[CH:14]=[CH:15][C:16]([C:23]4[CH2:24][CH2:25][N:26]([CH:29]([CH3:31])[CH3:30])[CH2:27][CH:28]=4)=[N:17][C:18]=3[CH:19]=[CH:20][C:21]=2[Cl:22])=[O:11])[CH2:4][CH2:3]1.C([SiH](CC)CC)C. (5) Given the product [CH:1]1([C:4](=[O:12])[CH2:24][C:23](=[O:30])[S:25][C:26]([CH3:29])([CH3:28])[CH3:27])[CH2:2][CH2:3]1, predict the reactants needed to synthesize it. The reactants are: [CH:1]1([C:4](=[O:12])SC2C=CC=CN=2)[CH2:3][CH2:2]1.[Li+].C[Si]([N-][Si](C)(C)C)(C)C.[C:23](=[O:30])([S:25][C:26]([CH3:29])([CH3:28])[CH3:27])[CH3:24].OS(O)(=O)=O.